Dataset: Catalyst prediction with 721,799 reactions and 888 catalyst types from USPTO. Task: Predict which catalyst facilitates the given reaction. (1) Reactant: [Cl:1][C:2]1[C:3]([CH3:18])=[C:4]([NH:10][C@H:11]([C@@H:15]([OH:17])[CH3:16])[C:12]([OH:14])=O)[CH:5]=[CH:6][C:7]=1[C:8]#[N:9].[N:19]1([C:24]2[CH:33]=[CH:32][C:27]([C:28]([NH:30][NH2:31])=[O:29])=[CH:26][CH:25]=2)[CH:23]=[CH:22][CH:21]=[N:20]1.O.ON1C2C=CC=CC=2N=N1.Cl.CN(C)CCCN=C=NCC.C(N(CC)CC)C. Product: [Cl:1][C:2]1[C:3]([CH3:18])=[C:4]([NH:10][C@H:11]([C@@H:15]([OH:17])[CH3:16])[C:12]([NH:31][NH:30][C:28](=[O:29])[C:27]2[CH:26]=[CH:25][C:24]([N:19]3[CH:23]=[CH:22][CH:21]=[N:20]3)=[CH:33][CH:32]=2)=[O:14])[CH:5]=[CH:6][C:7]=1[C:8]#[N:9]. The catalyst class is: 1. (2) Reactant: C[O-:2].[Na+].Cl[C:5]1[N:6]=[N:7][C:8]([S:11][C:12]2[O:13][C:14]3[CH:21]=[CH:20][C:19]([Cl:22])=[CH:18][C:15]=3[C:16]=2[CH3:17])=[CH:9][CH:10]=1. Product: [Cl:22][C:19]1[CH:20]=[CH:21][C:14]2[O:13][C:12]([S:11][C:8]3[CH:9]=[CH:10][C:5](=[O:2])[NH:6][N:7]=3)=[C:16]([CH3:17])[C:15]=2[CH:18]=1. The catalyst class is: 5.